Dataset: Reaction yield outcomes from USPTO patents with 853,638 reactions. Task: Predict the reaction yield, written as a fraction of the theoretical maximum amount of product (1.0 means a 100% yield; for example, 0.34 means a 34% yield). (1) The reactants are [F:1][C:2]1[CH:8]=[CH:7][C:5]([NH2:6])=[CH:4][CH:3]=1.[CH:9]([CH:12]([C:18](OCC)=[O:19])[C:13](OCC)=[O:14])([CH3:11])[CH3:10]. No catalyst specified. The product is [F:1][C:2]1[CH:8]=[C:7]2[C:5](=[CH:4][CH:3]=1)[NH:6][C:13](=[O:14])[C:12]([CH:9]([CH3:11])[CH3:10])=[C:18]2[OH:19]. The yield is 0.400. (2) The reactants are [CH2:1]([O:3][C:4](=[O:21])[C:5]([CH2:19]C)([N:7]1[C:12]2[CH:13]=[C:14]([OH:17])[CH:15]=[CH:16][C:11]=2[O:10][CH2:9][C:8]1=[O:18])C)[CH3:2].[CH:22]([N:35]1[CH2:38][C:37](OS(C)(=O)=O)([CH3:39])[CH2:36]1)([C:29]1[CH:34]=[CH:33][CH:32]=[CH:31][CH:30]=1)[C:23]1[CH:28]=[CH:27][CH:26]=[CH:25][CH:24]=1.C([O-])([O-])=O.[Cs+].[Cs+].O. The catalyst is CN(C=O)C. The product is [CH2:1]([O:3][C:4](=[O:21])[CH:5]([N:7]1[C:12]2[CH:13]=[C:14]([O:17][C:37]3([CH3:39])[CH2:38][N:35]([CH:22]([C:23]4[CH:28]=[CH:27][CH:26]=[CH:25][CH:24]=4)[C:29]4[CH:34]=[CH:33][CH:32]=[CH:31][CH:30]=4)[CH2:36]3)[CH:15]=[CH:16][C:11]=2[O:10][CH2:9][C:8]1=[O:18])[CH3:19])[CH3:2]. The yield is 0.790. (3) The reactants are [CH3:1][N:2]([CH3:20])[C:3]1[N:8]=[C:7]2[N:9]([CH:14]3[CH2:19][CH2:18][NH:17][CH2:16][CH2:15]3)[C:10](=[O:13])[N:11]([CH3:12])[C:6]2=[CH:5][CH:4]=1.[CH3:21][S:22]([N:25]1[CH2:30][CH2:29][C:28]2[N:31]([CH2:44][C@@H:45]3[CH2:47][O:46]3)[N:32]=[C:33]([C:34]3[CH:39]=[CH:38][C:37]([C:40]([F:43])([F:42])[F:41])=[CH:36][CH:35]=3)[C:27]=2[CH2:26]1)(=[O:24])=[O:23]. The catalyst is CCO.ClC(Cl)C. The product is [CH3:1][N:2]([CH3:20])[C:3]1[N:8]=[C:7]2[N:9]([CH:14]3[CH2:19][CH2:18][N:17]([CH2:47][C@H:45]([OH:46])[CH2:44][N:31]4[C:28]5[CH2:29][CH2:30][N:25]([S:22]([CH3:21])(=[O:24])=[O:23])[CH2:26][C:27]=5[C:33]([C:34]5[CH:39]=[CH:38][C:37]([C:40]([F:42])([F:43])[F:41])=[CH:36][CH:35]=5)=[N:32]4)[CH2:16][CH2:15]3)[C:10](=[O:13])[N:11]([CH3:12])[C:6]2=[CH:5][CH:4]=1. The yield is 0.970. (4) The reactants are [CH3:1][N:2]1[C:7]2[CH:8]=[CH:9][CH:10]=[CH:11][C:6]=2[C:5](=O)[O:4]C1=O.[CH3:14][NH2:15]. The catalyst is O1CCOCC1. The product is [CH3:14][NH:15][C:5](=[O:4])[C:6]1[CH:11]=[CH:10][CH:9]=[CH:8][C:7]=1[NH:2][CH3:1]. The yield is 0.980. (5) The reactants are [CH2:1]([C:5]1[N:6]=[C:7]([CH3:27])[NH:8][C:9](=[O:26])[C:10]=1[CH2:11][C:12]1[CH:17]=[CH:16][C:15]([C:18]2[C:19]([C:24]#[N:25])=[CH:20][CH:21]=[CH:22][CH:23]=2)=[CH:14][CH:13]=1)[CH2:2][CH2:3][CH3:4].[H-].[Na+].CN(C)C=O.Br[CH2:36][CH:37]1[CH2:42][CH2:41][CH2:40][CH2:39][CH2:38]1. The catalyst is C(OCC)(=O)C. The product is [CH2:1]([C:5]1[N:6]=[C:7]([CH3:27])[N:8]([CH2:36][CH:37]2[CH2:42][CH2:41][CH2:40][CH2:39][CH2:38]2)[C:9](=[O:26])[C:10]=1[CH2:11][C:12]1[CH:17]=[CH:16][C:15]([C:18]2[C:19]([C:24]#[N:25])=[CH:20][CH:21]=[CH:22][CH:23]=2)=[CH:14][CH:13]=1)[CH2:2][CH2:3][CH3:4]. The yield is 0.300. (6) The reactants are [C:1]([C:4]1[CH:9]=[CH:8][C:7]([C:10]2[N:11]([C:26]3[CH:31]=[CH:30][C:29]([Cl:32])=[CH:28][CH:27]=3)[C:12](=[O:25])[C:13]3[CH:18]=[N:17][N:16]([C:19]4[CH:24]=[CH:23][CH:22]=[CH:21][CH:20]=4)[C:14]=3[N:15]=2)=[CH:6][CH:5]=1)(=[O:3])[CH3:2].CO[CH:35](OC)[N:36]([CH3:38])[CH3:37]. No catalyst specified. The product is [Cl:32][C:29]1[CH:28]=[CH:27][C:26]([N:11]2[C:12](=[O:25])[C:13]3[CH:18]=[N:17][N:16]([C:19]4[CH:24]=[CH:23][CH:22]=[CH:21][CH:20]=4)[C:14]=3[N:15]=[C:10]2[C:7]2[CH:6]=[CH:5][C:4]([C:1](=[O:3])[CH:2]=[CH:35][N:36]([CH3:38])[CH3:37])=[CH:9][CH:8]=2)=[CH:31][CH:30]=1. The yield is 1.00. (7) The reactants are [CH3:1]C(C)([O-])C.[K+].[Br:7][C:8]1[CH:20]=[C:19]([Cl:21])[CH:18]=[CH:17][C:9]=1[O:10][CH:11]1[CH2:15][CH2:14][CH2:13][C:12]1=O. The catalyst is [Br-].C[P+](C1C=CC=CC=1)(C1C=CC=CC=1)C1C=CC=CC=1.O1CCCC1. The product is [Br:7][C:8]1[CH:20]=[C:19]([Cl:21])[CH:18]=[CH:17][C:9]=1[O:10][CH:11]1[CH2:15][CH2:14][CH2:13][C:12]1=[CH2:1]. The yield is 0.582.